From a dataset of Forward reaction prediction with 1.9M reactions from USPTO patents (1976-2016). Predict the product of the given reaction. (1) The product is: [C:21]([C:7]1[CH:12]=[CH:11][C:10]([CH:13]2[NH:17][C:16](=[O:18])[CH2:15][CH2:14]2)=[CH:9][CH:8]=1)#[N:22]. Given the reactants FC(F)(F)S(O[C:7]1[CH:12]=[CH:11][C:10]([CH:13]2[NH:17][C:16](=[O:18])[CH2:15][CH2:14]2)=[CH:9][CH:8]=1)(=O)=O.[CH3:21][N:22](C=O)C, predict the reaction product. (2) Given the reactants [CH3:1][O:2][C:3]1[CH:12]=[C:11]2[C:6]([C:7]([O:13][C:14]3[CH:15]=[C:16]4[C:21](=[CH:22][CH:23]=3)[C:20]([C:24](O)=[O:25])=[CH:19][CH:18]=[CH:17]4)=[CH:8][CH:9]=[N:10]2)=[CH:5][CH:4]=1.[CH:27]([NH2:30])([CH3:29])[CH3:28], predict the reaction product. The product is: [CH:27]([NH:30][C:24]([C:20]1[C:21]2[C:16](=[CH:15][C:14]([O:13][C:7]3[C:6]4[C:11](=[CH:12][C:3]([O:2][CH3:1])=[CH:4][CH:5]=4)[N:10]=[CH:9][CH:8]=3)=[CH:23][CH:22]=2)[CH:17]=[CH:18][CH:19]=1)=[O:25])([CH3:29])[CH3:28]. (3) Given the reactants [CH2:1]([O:8][C:9](=[O:52])[NH:10][C:11]([C:26](=[O:51])[NH:27][CH:28]([C:37](=[O:50])[N:38]([CH2:42][CH:43](OCC)OCC)[CH:39]([CH3:41])[CH3:40])[CH2:29][C:30]1[CH:35]=[CH:34][C:33]([Cl:36])=[CH:32][CH:31]=1)([CH3:25])[CH2:12][NH:13][S:14]([C:17]1[CH:22]=[CH:21][C:20]([Cl:23])=[CH:19][C:18]=1[Cl:24])(=[O:16])=[O:15])[C:2]1[CH:7]=[CH:6][CH:5]=[CH:4][CH:3]=1, predict the reaction product. The product is: [CH2:1]([O:8][C:9](=[O:52])[NH:10][C:11]1([CH3:25])[C:26](=[O:51])[N:27]2[CH:28]([CH2:29][C:30]3[CH:35]=[CH:34][C:33]([Cl:36])=[CH:32][CH:31]=3)[C:37](=[O:50])[N:38]([CH:39]([CH3:40])[CH3:41])[CH2:42][CH:43]2[N:13]([S:14]([C:17]2[CH:22]=[CH:21][C:20]([Cl:23])=[CH:19][C:18]=2[Cl:24])(=[O:16])=[O:15])[CH2:12]1)[C:2]1[CH:3]=[CH:4][CH:5]=[CH:6][CH:7]=1.